From a dataset of Forward reaction prediction with 1.9M reactions from USPTO patents (1976-2016). Predict the product of the given reaction. (1) Given the reactants [CH3:1][O:2][C:3]1[CH:4]=[C:5]2[C:9](=[CH:10][CH:11]=1)[NH:8][N:7]=[C:6]2[C:12]#[N:13].N, predict the reaction product. The product is: [CH3:1][O:2][C:3]1[CH:4]=[C:5]2[C:9](=[CH:10][CH:11]=1)[NH:8][N:7]=[C:6]2[CH2:12][NH2:13]. (2) Given the reactants [NH2:1][C:2]1[C:7]([CH2:8][OH:9])=[C:6]([C:10]2[CH:11]=[C:12]([NH:16][C:17](=[O:21])[CH2:18][CH2:19]Cl)[CH:13]=[CH:14][CH:15]=2)[CH:5]=[C:4]([C:22]2[CH:27]=[CH:26][CH:25]=[CH:24][C:23]=2[OH:28])[N:3]=1.[I-].[Na+].[NH:31]1[CH2:36][CH2:35][CH2:34][CH2:33][CH2:32]1, predict the reaction product. The product is: [NH2:1][C:2]1[C:7]([CH2:8][OH:9])=[C:6]([C:10]2[CH:11]=[C:12]([NH:16][C:17](=[O:21])[CH2:18][CH2:19][N:31]3[CH2:36][CH2:35][CH2:34][CH2:33][CH2:32]3)[CH:13]=[CH:14][CH:15]=2)[CH:5]=[C:4]([C:22]2[CH:27]=[CH:26][CH:25]=[CH:24][C:23]=2[OH:28])[N:3]=1. (3) Given the reactants [Cl:1][C:2]1[CH:7]=[C:6]([Cl:8])[CH:5]=[CH:4][C:3]=1[C:9]1[N:10]=[C:11]([CH2:30][CH3:31])[C:12]([NH:17][C@@H:18]2[C:26]3[C:21](=[CH:22][CH:23]=[CH:24][CH:25]=3)[CH2:20][C@@H:19]2[O:27][CH2:28][CH3:29])=[N:13][C:14]=1[CH2:15][CH3:16].[CH:32]1(C2N=C(N[C@@H]3C4C(=CC=CC=4)C[C@@H]3O)C(CC)=NC=2C2C=CC(Cl)=CC=2Cl)CC1, predict the reaction product. The product is: [CH:15]1([C:14]2[N:13]=[C:12]([NH:17][C@@H:18]3[C:26]4[C:21](=[CH:22][CH:23]=[CH:24][CH:25]=4)[CH2:20][C@@H:19]3[O:27][CH2:28][CH3:29])[C:11]([CH2:30][CH3:31])=[N:10][C:9]=2[C:3]2[CH:4]=[CH:5][C:6]([Cl:8])=[CH:7][C:2]=2[Cl:1])[CH2:32][CH2:16]1. (4) Given the reactants I.[Cl:2][C:3]1[CH:4]=[C:5]([NH:10][C:11](=[NH:14])SC)[CH:6]=[CH:7][C:8]=1[CH3:9].CS(O)(=O)=O.[NH2:20][CH2:21][C:22]1[CH:23]=[C:24]2[C:28](=[CH:29][CH:30]=1)[C:27](=[O:31])[N:26]([CH:32]1[CH2:37][CH2:36][C:35](=[O:38])[NH:34][C:33]1=[O:39])[CH2:25]2.CCN(C(C)C)C(C)C, predict the reaction product. The product is: [ClH:2].[Cl:2][C:3]1[CH:4]=[C:5]([NH:10][C:11]([NH:20][CH2:21][C:22]2[CH:23]=[C:24]3[C:28](=[CH:29][CH:30]=2)[C:27](=[O:31])[N:26]([CH:32]2[CH2:37][CH2:36][C:35](=[O:38])[NH:34][C:33]2=[O:39])[CH2:25]3)=[NH:14])[CH:6]=[CH:7][C:8]=1[CH3:9].